From a dataset of Reaction yield outcomes from USPTO patents with 853,638 reactions. Predict the reaction yield, written as a fraction of the theoretical maximum amount of product (1.0 means a 100% yield; for example, 0.34 means a 34% yield). (1) The reactants are [C:1]([OH:11])(=O)[C:2]1[CH:7]=[CH:6][CH:5]=[C:4]([O:8][CH3:9])[CH:3]=1.[C:12]([C:16]1[CH:31]=[CH:30][C:19]([C:20]([NH:22][C:23]2[C:24]([NH2:29])=[CH:25][CH:26]=[CH:27][CH:28]=2)=[O:21])=[CH:18][CH:17]=1)([CH3:15])([CH3:14])[CH3:13]. No catalyst specified. The product is [CH3:9][O:8][C:4]1[CH:3]=[C:2]([CH:7]=[CH:6][CH:5]=1)[C:1]([NH:29][C:24]1[C:23]([NH:22][C:20](=[O:21])[C:19]2[CH:30]=[CH:31][C:16]([C:12]([CH3:14])([CH3:13])[CH3:15])=[CH:17][CH:18]=2)=[CH:28][CH:27]=[CH:26][CH:25]=1)=[O:11]. The yield is 0.840. (2) The yield is 0.220. The catalyst is O.C(COC)OC.[Pd].C1(P(C2C=CC=CC=2)C2C=CC=CC=2)C=CC=CC=1.C1(P(C2C=CC=CC=2)C2C=CC=CC=2)C=CC=CC=1.C1(P(C2C=CC=CC=2)C2C=CC=CC=2)C=CC=CC=1.C1(P(C2C=CC=CC=2)C2C=CC=CC=2)C=CC=CC=1. The product is [Cl:22][C:19]1[CH:20]=[C:21]2[C:16](=[CH:17][CH:18]=1)[NH:15][CH:14]=[C:13]2[CH2:12][CH2:11][NH:10][C:8]([C:5]1[CH:4]=[C:3]([CH2:2][C:28]2[CH:29]=[CH:30][C:25]([C:23]#[N:24])=[CH:26][CH:27]=2)[O:7][N:6]=1)=[O:9]. The reactants are Br[CH2:2][C:3]1[O:7][N:6]=[C:5]([C:8]([NH:10][CH2:11][CH2:12][C:13]2[C:21]3[C:16](=[CH:17][CH:18]=[C:19]([Cl:22])[CH:20]=3)[NH:15][CH:14]=2)=[O:9])[CH:4]=1.[C:23]([C:25]1[CH:30]=[CH:29][C:28](B(O)O)=[CH:27][CH:26]=1)#[N:24].C(=O)([O-])[O-].[Na+].[Na+]. (3) The reactants are [CH3:1][C:2]([CH3:27])([CH3:26])[CH2:3][CH2:4][N:5]1[CH2:10][CH2:9][N:8]([C:11](=[O:25])[CH2:12][CH2:13][CH2:14][C:15]2[CH:23]=[CH:22][C:18]([C:19](O)=[O:20])=[CH:17][C:16]=2[CH3:24])[CH2:7][CH2:6]1.[C:28]([O:32][C:33]([N:35]1[CH2:41][C:40]2[CH:42]=[CH:43][CH:44]=[CH:45][C:39]=2[NH:38][CH2:37][CH2:36]1)=[O:34])([CH3:31])([CH3:30])[CH3:29].CCN(C(C)C)C(C)C. The catalyst is CN(C1C=CN=CC=1)C.ClCCl. The product is [C:28]([O:32][C:33]([N:35]1[CH2:41][C:40]2[CH:42]=[CH:43][CH:44]=[CH:45][C:39]=2[N:38]([C:19](=[O:20])[C:18]2[CH:22]=[CH:23][C:15]([CH2:14][CH2:13][CH2:12][C:11]([N:8]3[CH2:9][CH2:10][N:5]([CH2:4][CH2:3][C:2]([CH3:1])([CH3:27])[CH3:26])[CH2:6][CH2:7]3)=[O:25])=[C:16]([CH3:24])[CH:17]=2)[CH2:37][CH2:36]1)=[O:34])([CH3:31])([CH3:29])[CH3:30]. The yield is 0.280. (4) The reactants are [CH2:1]([O:3][CH2:4][O:5][C:6]1[C:13]([CH:14]([CH3:16])[CH3:15])=[CH:12][CH:11]=[CH:10][C:7]=1[CH2:8]O)[CH3:2].C1C=CC(P(C2C=CC=CC=2)C2C=CC=CC=2)=CC=1.C1C(=O)N([Br:43])C(=O)C1. The catalyst is ClCCl. The product is [CH2:1]([O:3][CH2:4][O:5][C:6]1[C:13]([CH:14]([CH3:16])[CH3:15])=[CH:12][CH:11]=[CH:10][C:7]=1[CH2:8][Br:43])[CH3:2]. The yield is 0.860. (5) The reactants are Br[C:2]1[CH:7]=[CH:6][C:5]([C@H:8]([NH:10][S:11]([C:13]([CH3:16])([CH3:15])[CH3:14])=[O:12])[CH3:9])=[C:4]([F:17])[CH:3]=1.CN(C)CCN(C)C.C([Li])CCC.CCCCCC.[B:37](OC(C)C)([O:42]C(C)C)[O:38]C(C)C. The catalyst is C(OCC)C. The product is [F:17][C:4]1[CH:3]=[C:2]([B:37]([OH:42])[OH:38])[CH:7]=[CH:6][C:5]=1[C@H:8]([NH:10][S:11]([C:13]([CH3:16])([CH3:15])[CH3:14])=[O:12])[CH3:9]. The yield is 0.560.